This data is from Full USPTO retrosynthesis dataset with 1.9M reactions from patents (1976-2016). The task is: Predict the reactants needed to synthesize the given product. (1) Given the product [Cl:35][CH2:36][C:37]([N:6]1[CH2:5][CH2:4][N:3]([C:9]2[CH:14]=[CH:13][C:12]([N:15]3[CH2:19][C@H:18]([CH2:20][N:21]4[CH:25]=[CH:24][N:23]=[N:22]4)[O:17][C:16]3=[O:26])=[CH:11][C:10]=2[F:27])[CH2:8][CH2:7]1)=[O:38], predict the reactants needed to synthesize it. The reactants are: Cl.Cl.[N:3]1([C:9]2[CH:14]=[CH:13][C:12]([N:15]3[CH2:19][C@H:18]([CH2:20][N:21]4[CH:25]=[CH:24][N:23]=[N:22]4)[O:17][C:16]3=[O:26])=[CH:11][C:10]=2[F:27])[CH2:8][CH2:7][NH:6][CH2:5][CH2:4]1.C(N(CC)CC)C.[Cl:35][CH2:36][C:37](Cl)=[O:38]. (2) Given the product [Br:1][C:2]1[CH:7]=[CH:6][CH:5]=[CH:4][C:3]=1[NH:8][C:9]1[O:10][C:11]2[CH:17]=[C:16]([CH2:18][C:19]([OH:21])=[O:20])[CH:15]=[CH:14][C:12]=2[N:13]=1, predict the reactants needed to synthesize it. The reactants are: [Br:1][C:2]1[CH:7]=[CH:6][CH:5]=[CH:4][C:3]=1[NH:8][C:9]1[O:10][C:11]2[CH:17]=[C:16]([CH2:18][C:19]([O:21]CC)=[O:20])[CH:15]=[CH:14][C:12]=2[N:13]=1.[OH-].[Na+]. (3) Given the product [CH:1]1([CH2:4][N:5]2[CH2:30][CH2:29][C@:12]34[C:13]5[C:14]6[O:28][C@H:11]3[CH:10]([O:31][CH3:33])[CH2:9][CH2:8][C@@:7]4([OH:32])[C@H:6]2[CH2:19][C:18]=5[CH:17]=[CH:16][C:15]=6[O:20][CH2:21][C:22]2[CH:23]=[CH:24][CH:25]=[CH:26][CH:27]=2)[CH2:3][CH2:2]1, predict the reactants needed to synthesize it. The reactants are: [CH:1]1([CH2:4][N:5]2[CH2:30][CH2:29][C@:12]34[C:13]5[C:14]6[O:28][C@H:11]3[CH:10]([OH:31])[CH2:9][CH2:8][C@@:7]4([OH:32])[C@H:6]2[CH2:19][C:18]=5[CH:17]=[CH:16][C:15]=6[O:20][CH2:21][C:22]2[CH:27]=[CH:26][CH:25]=[CH:24][CH:23]=2)[CH2:3][CH2:2]1.[CH3:33]I.[H-].[Na+]. (4) Given the product [CH3:8][C@@H:6]1[CH2:5][N:4]([C:9]2[C:16]([F:17])=[C:15]([F:18])[C:14]([C:19]#[C:20][C:29]3[S:30][C:31]([CH3:34])=[N:32][N:33]=3)=[CH:13][C:10]=2[CH:11]=[O:12])[CH2:3][C@H:2]([CH3:1])[O:7]1, predict the reactants needed to synthesize it. The reactants are: [CH3:1][C@H:2]1[O:7][C@@H:6]([CH3:8])[CH2:5][N:4]([C:9]2[C:16]([F:17])=[C:15]([F:18])[C:14]([C:19]#[CH:20])=[CH:13][C:10]=2[CH:11]=[O:12])[CH2:3]1.C(N(CC)CC)C.Br[C:29]1[S:30][C:31]([CH3:34])=[N:32][N:33]=1. (5) Given the product [C:22]([O:26][C:27]([NH:29][C@H:30]([C:44]([O:46][CH3:47])=[O:45])[CH2:31][C:32]1[CH:33]=[N:34][C:35]([CH2:38][CH2:39][CH2:40][C:41](=[O:43])[CH3:42])=[CH:36][CH:37]=1)=[O:28])([CH3:25])([CH3:23])[CH3:24], predict the reactants needed to synthesize it. The reactants are: [Cr](O[Cr]([O-])(=O)=O)([O-])(=O)=O.[NH+]1C=CC=CC=1.[NH+]1C=CC=CC=1.[C:22]([O:26][C:27]([NH:29][C@H:30]([C:44]([O:46][CH3:47])=[O:45])[CH2:31][C:32]1[CH:33]=[N:34][C:35]([CH2:38][CH2:39][CH2:40][CH:41]([OH:43])[CH3:42])=[CH:36][CH:37]=1)=[O:28])([CH3:25])([CH3:24])[CH3:23]. (6) Given the product [CH:1]1([NH:6][CH2:7][CH2:8][Cl:12])[CH2:5][CH2:4][CH2:3][CH2:2]1, predict the reactants needed to synthesize it. The reactants are: [CH:1]1([NH:6][CH2:7][CH2:8]O)[CH2:5][CH2:4][CH2:3][CH2:2]1.O=S(Cl)[Cl:12].